Dataset: Full USPTO retrosynthesis dataset with 1.9M reactions from patents (1976-2016). Task: Predict the reactants needed to synthesize the given product. (1) The reactants are: [N:1]1[CH:6]=[CH:5][CH:4]=[C:3]([CH2:7][N:8]2[CH2:13][CH2:12][N:11](C(OC(C)(C)C)=O)[CH2:10][C:9]2=[O:21])[C:2]=1[C:22]1[CH:27]=[CH:26][N:25]=[CH:24][CH:23]=1.Cl.CO. Given the product [N:1]1[CH:6]=[CH:5][CH:4]=[C:3]([CH2:7][N:8]2[CH2:13][CH2:12][NH:11][CH2:10][C:9]2=[O:21])[C:2]=1[C:22]1[CH:27]=[CH:26][N:25]=[CH:24][CH:23]=1, predict the reactants needed to synthesize it. (2) Given the product [Cl:1][C:2]1[C:7]([NH2:8])=[C:6]([Cl:17])[N:5]=[C:4]([S:18][CH2:19][CH2:20][CH3:21])[N:3]=1, predict the reactants needed to synthesize it. The reactants are: [Cl:1][C:2]1[C:7](/[N:8]=N/C2C=CC(C)=CC=2)=[C:6]([Cl:17])[N:5]=[C:4]([S:18][CH2:19][CH2:20][CH3:21])[N:3]=1. (3) Given the product [CH3:1][S:2]([O:29][CH2:28][CH2:27][C:24]1[CH:23]=[CH:22][C:21]([C:20]#[C:19][C:16]2[CH:15]=[CH:14][C:13]([C:10]3[CH:11]=[CH:12][C:7]([Cl:6])=[CH:8][CH:9]=3)=[CH:18][N:17]=2)=[CH:26][CH:25]=1)(=[O:4])=[O:3], predict the reactants needed to synthesize it. The reactants are: [CH3:1][S:2](Cl)(=[O:4])=[O:3].[Cl:6][C:7]1[CH:12]=[CH:11][C:10]([C:13]2[CH:14]=[CH:15][C:16]([C:19]#[C:20][C:21]3[CH:26]=[CH:25][C:24]([CH2:27][CH2:28][OH:29])=[CH:23][CH:22]=3)=[N:17][CH:18]=2)=[CH:9][CH:8]=1.N1C=CC=CC=1.C(N(CC)CC)C. (4) Given the product [F:14][C:15]1[CH:20]=[C:19]([C:2]2[CH:3]=[C:4]([CH:9]=[C:10]([O:12][CH3:13])[CH:11]=2)[C:5]([O:7][CH3:8])=[O:6])[CH:18]=[CH:17][CH:16]=1, predict the reactants needed to synthesize it. The reactants are: Br[C:2]1[CH:3]=[C:4]([CH:9]=[C:10]([O:12][CH3:13])[CH:11]=1)[C:5]([O:7][CH3:8])=[O:6].[F:14][C:15]1[CH:16]=[C:17](B(O)O)[CH:18]=[CH:19][CH:20]=1. (5) Given the product [CH2:20]1[C:15]2[C:14](=[CH:19][CH:18]=[CH:17][CH:16]=2)[CH2:7][CH2:2][N:3]1[C:38](=[O:39])[CH2:37][N:33]1[CH2:34][CH2:35][CH2:36][C:31]([C:28]2[CH:29]=[CH:30][CH:25]=[CH:26][CH:27]=2)([C:42]2[CH:47]=[CH:46][CH:45]=[CH:44][CH:43]=2)[C:32]1=[O:41], predict the reactants needed to synthesize it. The reactants are: O=[C:2]1[C:7]([C:14]2[CH:19]=[CH:18][CH:17]=[CH:16][CH:15]=2)(C2C=CC=CC=2)CCC[N:3]1[CH2:20]C(O)=O.F[C:25]1[CH:30]=[CH:29][C:28]([C:31]2([C:42]3[CH:47]=[CH:46][C:45](F)=[CH:44][CH:43]=3)[CH2:36][CH2:35][CH2:34][N:33]([CH2:37][C:38](O)=[O:39])[C:32]2=[O:41])=[CH:27][CH:26]=1.C1C2C(=CC=CC=2)CCN1.C1(C2(C3C=CC=CC=3)CCNC2)C=CC=CC=1. (6) Given the product [CH2:19]([C@H:18]1[CH2:17][O:16][C:15](=[O:26])[N:14]1[C:11](=[O:13])[CH2:12][C@:27]([OH:29])([C:30]1[CH:35]=[CH:34][CH:33]=[CH:32][CH:31]=1)[CH3:28])[C:20]1[CH:25]=[CH:24][CH:23]=[CH:22][CH:21]=1, predict the reactants needed to synthesize it. The reactants are: C[Si]([N-][Si](C)(C)C)(C)C.[Li+].[C:11]([N:14]1[C@@H:18]([CH2:19][C:20]2[CH:25]=[CH:24][CH:23]=[CH:22][CH:21]=2)[CH2:17][O:16][C:15]1=[O:26])(=[O:13])[CH3:12].[C:27]([C:30]1[CH:35]=[CH:34][CH:33]=[CH:32][CH:31]=1)(=[O:29])[CH3:28]. (7) Given the product [N:27]1([CH2:2][C:3]([NH:5][C:6]2[CH:19]=[CH:18][C:17]3[C:16](=[O:20])[C:15]4[C:10](=[CH:11][C:12]([NH:21][C:22](=[O:25])[CH2:23][N:32]5[CH2:34][CH2:35][CH2:36][CH2:37]5)=[CH:13][CH:14]=4)[C:9](=[O:26])[C:8]=3[CH:7]=2)=[O:4])[CH2:31][CH2:30][CH2:29][CH2:28]1, predict the reactants needed to synthesize it. The reactants are: Cl[CH2:2][C:3]([NH:5][C:6]1[CH:19]=[CH:18][C:17]2[C:16](=[O:20])[C:15]3[C:10](=[CH:11][C:12]([NH:21][C:22](=[O:25])[CH2:23]Cl)=[CH:13][CH:14]=3)[C:9](=[O:26])[C:8]=2[CH:7]=1)=[O:4].[NH:27]1[CH2:31][CH2:30][CH2:29][CH2:28]1.[N:32]1[CH:37]=[CH:36][CH:35]=[CH:34]C=1.